The task is: Regression. Given two drug SMILES strings and cell line genomic features, predict the synergy score measuring deviation from expected non-interaction effect.. This data is from NCI-60 drug combinations with 297,098 pairs across 59 cell lines. (1) Drug 1: CC1=C2C(C(=O)C3(C(CC4C(C3C(C(C2(C)C)(CC1OC(=O)C(C(C5=CC=CC=C5)NC(=O)C6=CC=CC=C6)O)O)OC(=O)C7=CC=CC=C7)(CO4)OC(=O)C)O)C)OC(=O)C. Drug 2: C#CCC(CC1=CN=C2C(=N1)C(=NC(=N2)N)N)C3=CC=C(C=C3)C(=O)NC(CCC(=O)O)C(=O)O. Cell line: HCT116. Synergy scores: CSS=71.4, Synergy_ZIP=23.6, Synergy_Bliss=1.68, Synergy_Loewe=61.7, Synergy_HSA=0.290. (2) Drug 1: CC(C)(C#N)C1=CC(=CC(=C1)CN2C=NC=N2)C(C)(C)C#N. Drug 2: COC1=NC(=NC2=C1N=CN2C3C(C(C(O3)CO)O)O)N. Synergy scores: CSS=3.12, Synergy_ZIP=-0.741, Synergy_Bliss=2.61, Synergy_Loewe=1.22, Synergy_HSA=2.09. Cell line: UACC62. (3) Drug 1: CC1=CC2C(CCC3(C2CCC3(C(=O)C)OC(=O)C)C)C4(C1=CC(=O)CC4)C. Drug 2: CN(C)C1=NC(=NC(=N1)N(C)C)N(C)C. Cell line: OVCAR3. Synergy scores: CSS=-4.66, Synergy_ZIP=2.17, Synergy_Bliss=-1.26, Synergy_Loewe=-5.29, Synergy_HSA=-4.86. (4) Drug 1: COC1=NC(=NC2=C1N=CN2C3C(C(C(O3)CO)O)O)N. Drug 2: CC=C1C(=O)NC(C(=O)OC2CC(=O)NC(C(=O)NC(CSSCCC=C2)C(=O)N1)C(C)C)C(C)C. Cell line: TK-10. Synergy scores: CSS=18.6, Synergy_ZIP=-5.10, Synergy_Bliss=-1.84, Synergy_Loewe=-38.3, Synergy_HSA=-5.35. (5) Drug 1: CCC1(C2=C(COC1=O)C(=O)N3CC4=CC5=C(C=CC(=C5CN(C)C)O)N=C4C3=C2)O.Cl. Drug 2: COCCOC1=C(C=C2C(=C1)C(=NC=N2)NC3=CC=CC(=C3)C#C)OCCOC.Cl. Cell line: PC-3. Synergy scores: CSS=33.5, Synergy_ZIP=3.45, Synergy_Bliss=4.63, Synergy_Loewe=5.92, Synergy_HSA=7.74. (6) Drug 1: C1=CN(C=N1)CC(O)(P(=O)(O)O)P(=O)(O)O. Drug 2: CCC1(C2=C(COC1=O)C(=O)N3CC4=CC5=C(C=CC(=C5CN(C)C)O)N=C4C3=C2)O.Cl. Cell line: SK-OV-3. Synergy scores: CSS=9.14, Synergy_ZIP=-4.83, Synergy_Bliss=3.72, Synergy_Loewe=-4.71, Synergy_HSA=2.56. (7) Drug 1: CN(CC1=CN=C2C(=N1)C(=NC(=N2)N)N)C3=CC=C(C=C3)C(=O)NC(CCC(=O)O)C(=O)O. Drug 2: C(CCl)NC(=O)N(CCCl)N=O. Cell line: TK-10. Synergy scores: CSS=11.9, Synergy_ZIP=-7.21, Synergy_Bliss=1.86, Synergy_Loewe=-0.557, Synergy_HSA=0.0784.